This data is from Catalyst prediction with 721,799 reactions and 888 catalyst types from USPTO. The task is: Predict which catalyst facilitates the given reaction. (1) Reactant: [F:1][C:2]1[CH:3]=[C:4]([C:9](=O)[CH2:10][NH:11][C:12]2([C:17]([O:19]C)=O)[CH2:16][CH2:15][CH2:14][CH2:13]2)[CH:5]=[C:6]([F:8])[CH:7]=1.Cl.[CH2:23]([O:25][C:26](=[O:29])[CH2:27][NH2:28])[CH3:24].CC(O)=O.[BH3-]C#N.[Na+]. Product: [F:8][C:6]1[CH:5]=[C:4]([CH:9]2[N:28]([CH2:27][C:26]([O:25][CH2:23][CH3:24])=[O:29])[C:17](=[O:19])[C:12]3([CH2:13][CH2:14][CH2:15][CH2:16]3)[NH:11][CH2:10]2)[CH:3]=[C:2]([F:1])[CH:7]=1. The catalyst class is: 5. (2) Reactant: [CH2:1]([CH:21](CCC(CCCC(CCCC(CCCC(C)C)C)C)C)[OH:22])[CH2:2][CH:3]([CH2:5][CH2:6][CH2:7][CH:8]([CH2:10][CH2:11][CH2:12][CH:13]([CH2:15][CH2:16][CH2:17][CH:18]([CH3:20])[CH3:19])[CH3:14])[CH3:9])[CH3:4].Cl.CN(C)CCCC(O)=O.C(Cl)CCl.C(N(C(C)C)CC)(C)C. Product: [CH2:1]([CH2:21][OH:22])[CH2:2][CH:3]([CH2:5][CH2:6][CH2:7][CH:8]([CH2:10][CH2:11][CH2:12][CH:13]([CH2:15][CH2:16][CH2:17][CH:18]([CH3:20])[CH3:19])[CH3:14])[CH3:9])[CH3:4]. The catalyst class is: 112.